This data is from Reaction yield outcomes from USPTO patents with 853,638 reactions. The task is: Predict the reaction yield, written as a fraction of the theoretical maximum amount of product (1.0 means a 100% yield; for example, 0.34 means a 34% yield). (1) The reactants are [CH3:1][CH:2]1[CH2:7][CH2:6][N:5]([CH:8]([C:20]2[CH:25]=[CH:24][CH:23]=[CH:22][CH:21]=2)[C:9]([O:11][C@@H:12]2[CH:17]3[CH2:18][CH2:19][N:14]([CH2:15][CH2:16]3)[CH2:13]2)=[O:10])[CH2:4][CH2:3]1.[Br:26][CH2:27][C:28]([C:30]1[CH:35]=[CH:34][CH:33]=[CH:32][CH:31]=1)=[O:29]. The catalyst is C(#N)C. The product is [Br-:26].[CH3:1][CH:2]1[CH2:7][CH2:6][N:5]([CH:8]([C:20]2[CH:25]=[CH:24][CH:23]=[CH:22][CH:21]=2)[C:9]([O:11][C@@H:12]2[CH:17]3[CH2:18][CH2:19][N+:14]([CH2:27][C:28](=[O:29])[C:30]4[CH:35]=[CH:34][CH:33]=[CH:32][CH:31]=4)([CH2:15][CH2:16]3)[CH2:13]2)=[O:10])[CH2:4][CH2:3]1. The yield is 0.0550. (2) The reactants are [C:1]([O:5][C:6](=[O:20])[NH:7][CH2:8][CH2:9][CH2:10][O:11][C:12]1[CH:17]=[CH:16][C:15]([Cl:18])=[CH:14][C:13]=1[NH2:19])([CH3:4])([CH3:3])[CH3:2].[C:21](N1C=CN=C1)(N1C=CN=C1)=[O:22].[NH2:33][C:34]1[CH:39]=[CH:38][C:37]([C:40]#[N:41])=[CH:36][N:35]=1. The catalyst is O1CCCC1. The product is [C:1]([O:5][C:6](=[O:20])[NH:7][CH2:8][CH2:9][CH2:10][O:11][C:12]1[CH:17]=[CH:16][C:15]([Cl:18])=[CH:14][C:13]=1[NH:19][C:21]([NH:33][C:34]1[CH:39]=[CH:38][C:37]([C:40]#[N:41])=[CH:36][N:35]=1)=[O:22])([CH3:4])([CH3:2])[CH3:3]. The yield is 0.180. (3) The reactants are [CH:1]([C:3]1[CH:4]=[C:5]([CH:9]=[CH:10][CH:11]=1)[C:6]([OH:8])=O)=[O:2].CN(C([O:19]N1N=NC2C=CC=NC1=2)=[N+](C)C)C.F[P-](F)(F)(F)(F)F.C[N:37]1[CH2:42][CH2:41][O:40][CH2:39][CH2:38]1. The catalyst is CN(C=O)C. The product is [CH:1]([C:3]1[CH:4]=[C:5]([CH:9]=[CH:10][CH:11]=1)[C:6]([NH:37][CH2:38][C:39]([O:40][CH2:41][CH3:42])=[O:19])=[O:8])=[O:2]. The yield is 0.760. (4) The reactants are [C:1]1([C:13](Cl)=O)[CH:6]=[CH:5][CH:4]=[C:3]([C:7](Cl)=O)[C:2]=1C(Cl)=O.[CH3:16][N:17]1[CH2:21][CH2:20][CH2:19][C:18]1=O.[C:23]1([NH:29][C:30]2[CH:35]=[CH:34][CH:33]=[CH:32][C:31]=2[NH2:36])[CH:28]=[CH:27][CH:26]=[CH:25][CH:24]=1. The catalyst is O. The product is [C:23]1([N:29]2[C:30]3[CH:35]=[CH:34][CH:33]=[CH:32][C:31]=3[N:36]=[C:13]2[C:1]2[CH:2]=[C:3]([C:7]3[N:29]([C:23]4[CH:24]=[CH:25][CH:26]=[CH:27][CH:28]=4)[C:30]4[CH:35]=[CH:34][CH:33]=[CH:32][C:31]=4[N:36]=3)[CH:4]=[C:5]([C:30]3[N:17]([C:16]4[CH:35]=[CH:34][CH:33]=[CH:32][CH:31]=4)[C:21]4[CH:20]=[CH:19][CH:18]=[CH:24][C:23]=4[N:29]=3)[CH:6]=2)[CH:24]=[CH:25][CH:26]=[CH:27][CH:28]=1. The yield is 0.825. (5) The reactants are [F:1][C:2]1[CH:7]=[CH:6][C:5]([C:8]2[S:9][C:10]3[N:11]=[CH:12][N:13]=[C:14]([N:17]4[CH2:22][CH2:21][NH:20][CH2:19][CH2:18]4)[C:15]=3[N:16]=2)=[CH:4][CH:3]=1.[Cl:23][C:24]1[CH:34]=[CH:33][C:27]([O:28][CH2:29][C:30](O)=[O:31])=[CH:26][CH:25]=1. No catalyst specified. The product is [F:1][C:2]1[CH:7]=[CH:6][C:5]([C:8]2[S:9][C:10]3[N:11]=[CH:12][N:13]=[C:14]([N:17]4[CH2:22][CH2:21][N:20]([C:30](=[O:31])[CH2:29][O:28][C:27]5[CH:33]=[CH:34][C:24]([Cl:23])=[CH:25][CH:26]=5)[CH2:19][CH2:18]4)[C:15]=3[N:16]=2)=[CH:4][CH:3]=1. The yield is 0.480. (6) The reactants are [I:1][C:2]1[CH:8]=[C:7]([CH3:9])[CH:6]=[CH:5][C:3]=1N.N([O-])=O.[Na+].[Na+].[Br-:15]. The catalyst is CC(O)=O.OS(O)(=O)=O.O.[O-]S([O-])(=O)=O.[Cu+2]. The product is [Br:15][C:3]1[CH:5]=[CH:6][C:7]([CH3:9])=[CH:8][C:2]=1[I:1]. The yield is 0.680.